This data is from Forward reaction prediction with 1.9M reactions from USPTO patents (1976-2016). The task is: Predict the product of the given reaction. (1) Given the reactants Cl.[CH2:2]([O:4][C:5]([C:7]1[N:8]([CH2:23][C:24]2[C:33]3[C:28](=[CH:29][CH:30]=[C:31]([F:34])[CH:32]=3)[CH:27]=[CH:26][CH:25]=2)[C:9]2[C:14]([C:15]=1[CH2:16][NH:17]C(OC)=O)=[CH:13][C:12]([F:22])=[CH:11][CH:10]=2)=[O:6])[CH3:3], predict the reaction product. The product is: [CH2:2]([O:4][C:5]([C:7]1[N:8]([CH2:23][C:24]2[C:33]3[C:28](=[CH:29][CH:30]=[C:31]([F:34])[CH:32]=3)[CH:27]=[CH:26][CH:25]=2)[C:9]2[C:14]([C:15]=1[CH2:16][NH2:17])=[CH:13][C:12]([F:22])=[CH:11][CH:10]=2)=[O:6])[CH3:3]. (2) Given the reactants Br[CH2:2][CH2:3][CH2:4][S:5]([C:8]1[CH:29]=[CH:28][C:11]([C:12]([NH:14][C:15]2[CH:20]=[CH:19][C:18]([Cl:21])=[C:17]([C:22]3[CH:27]=[CH:26][CH:25]=[CH:24][N:23]=3)[CH:16]=2)=[O:13])=[C:10]([Cl:30])[CH:9]=1)(=[O:7])=[O:6].[NH:31]1[CH2:36][CH2:35][O:34][CH2:33][CH2:32]1, predict the reaction product. The product is: [Cl:30][C:10]1[CH:9]=[C:8]([S:5]([CH2:4][CH2:3][CH2:2][N:31]2[CH2:36][CH2:35][O:34][CH2:33][CH2:32]2)(=[O:7])=[O:6])[CH:29]=[CH:28][C:11]=1[C:12]([NH:14][C:15]1[CH:20]=[CH:19][C:18]([Cl:21])=[C:17]([C:22]2[CH:27]=[CH:26][CH:25]=[CH:24][N:23]=2)[CH:16]=1)=[O:13]. (3) Given the reactants [CH3:1][C:2]1([CH3:14])[CH2:7][CH:6]([C:8](=[O:13])[CH2:9][CH2:10][CH:11]=[CH2:12])[CH:5]=[CH:4][CH2:3]1.[CH3:15][CH:16]([SH:18])[CH3:17], predict the reaction product. The product is: [CH:16]([S:18][CH:5]1[CH2:4][CH2:3][C:2]([CH3:14])([CH3:1])[CH2:7][CH:6]1[C:8](=[O:13])[CH2:9][CH2:10][CH:11]=[CH2:12])([CH3:17])[CH3:15]. (4) The product is: [ClH:72].[NH:4]1[CH2:9][CH2:8][CH2:7][C@@H:6]1[C:13]1[CH:14]=[N:25][CH:16]=[CH:17][N:12]=1. Given the reactants C1C[C@H:9]2[N:4](C[C@H:6]3[C@@H:13]4[CH2:14]C[CH2:16][CH2:17][N:12]4C[C@@H:8]2[CH2:7]3)CC1.C(OC([N:25]1CCCC1)=O)(C)(C)C.C([Li])(CC)C.C1CCCCC1.O1CCCC1.BrC1C=NC=CN=1.C(P(C(C)(C)C)C(C)(C)C)(C)(C)C.F[B-](F)(F)F.[H+].[ClH:72].O1CCOCC1, predict the reaction product. (5) The product is: [OH:23][CH2:2][CH2:3][CH2:4][CH2:5][C:7]1[C:15]2[C:10](=[CH:11][CH:12]=[C:13]([C:16]#[N:17])[CH:14]=2)[NH:9][CH:8]=1. Given the reactants Cl[CH2:2][CH2:3][CH2:4][C:5]([C:7]1[C:15]2[C:10](=[CH:11][CH:12]=[C:13]([C:16]#[N:17])[CH:14]=2)[NH:9][CH:8]=1)=O.[BH4-].[Na+].C([OH:23])(C)C, predict the reaction product. (6) Given the reactants [OH:1][CH2:2][CH:3]1[CH2:8][CH2:7][CH:6]([C:9]([O:11][CH3:12])=[O:10])[CH2:5][CH2:4]1.C(N(CC)CC)C.[CH3:20][S:21](Cl)(=[O:23])=[O:22].C(=O)([O-])O.[Na+], predict the reaction product. The product is: [CH3:20][S:21]([O:1][CH2:2][CH:3]1[CH2:4][CH2:5][CH:6]([C:9]([O:11][CH3:12])=[O:10])[CH2:7][CH2:8]1)(=[O:23])=[O:22]. (7) Given the reactants [CH3:1][O:2][CH2:3][CH2:4][O:5][C:6]1[CH:7]=[C:8]2[C:20]([NH:21][C:22]3[CH:23]=[CH:24][CH:25]=[C:26]([C:28]#[CH:29])[CH:27]=3)=[N:19][CH:18]=[N:17][C:9]2=[CH:10][C:11]=1[O:12][CH2:13][CH2:14][O:15][CH3:16].N#N.C(Cl)[Cl:33], predict the reaction product. The product is: [C:28]([C:26]1[CH:27]=[C:22]([NH:21][C:20]2[C:8]3[C:9](=[CH:10][C:11]([O:12][CH2:13][CH2:14][O:15][CH3:16])=[C:6]([O:5][CH2:4][CH2:3][O:2][CH3:1])[CH:7]=3)[N:17]=[CH:18][N:19]=2)[CH:23]=[CH:24][C:25]=1[Cl:33])#[CH:29]. (8) Given the reactants [NH:1]1[CH2:6][CH2:5][CH2:4][C@@H:3]([CH2:7][NH:8][C:9](=[O:15])[O:10][CH2:11][CH2:12][O:13][CH3:14])[CH2:2]1.Cl[C:17]1[C:26]2[C:21](=[CH:22][C:23]([CH3:27])=[CH:24][CH:25]=2)[N:20]=[C:19]([C:28]2[C:33]([F:34])=[CH:32][CH:31]=[CH:30][C:29]=2[OH:35])[N:18]=1.C(N(CC)CC)C, predict the reaction product. The product is: [F:34][C:33]1[CH:32]=[CH:31][CH:30]=[C:29]([OH:35])[C:28]=1[C:19]1[N:18]=[C:17]([N:1]2[CH2:6][CH2:5][CH2:4][C@@H:3]([CH2:7][NH:8][C:9](=[O:15])[O:10][CH2:11][CH2:12][O:13][CH3:14])[CH2:2]2)[C:26]2[C:21](=[CH:22][C:23]([CH3:27])=[CH:24][CH:25]=2)[N:20]=1. (9) Given the reactants [NH2:1][CH2:2][C@H:3]([OH:20])[CH2:4][N:5]1[C:11]2[CH:12]=[CH:13][CH:14]=[N:15][C:10]=2[CH2:9][CH2:8][C:7]2[CH:16]=[CH:17][CH:18]=[CH:19][C:6]1=2.CCN(CC)CC.[F:28][C:29]([F:42])([F:41])[O:30][C:31]1[CH:36]=[CH:35][C:34]([S:37](Cl)(=[O:39])=[O:38])=[CH:33][CH:32]=1, predict the reaction product. The product is: [N:15]1[C:10]2[CH2:9][CH2:8][C:7]3[CH:16]=[CH:17][CH:18]=[CH:19][C:6]=3[N:5]([CH2:4][C@@H:3]([OH:20])[CH2:2][NH:1][S:37]([C:34]3[CH:33]=[CH:32][C:31]([O:30][C:29]([F:28])([F:41])[F:42])=[CH:36][CH:35]=3)(=[O:39])=[O:38])[C:11]=2[CH:12]=[CH:13][CH:14]=1.